Predict the reaction yield, written as a fraction of the theoretical maximum amount of product (1.0 means a 100% yield; for example, 0.34 means a 34% yield). From a dataset of Reaction yield outcomes from USPTO patents with 853,638 reactions. (1) The reactants are [ClH:1].C(OCC)(=O)C.[C:8]12([CH2:18][CH2:19][N:20]([CH2:33][CH2:34][CH2:35][CH2:36][CH3:37])[C:21]([NH:23][CH2:24][CH2:25][CH2:26][C:27]3[CH:32]=[CH:31][N:30]=[CH:29][CH:28]=3)=[O:22])[CH2:17][CH:12]3[CH2:13][CH:14]([CH2:16][CH:10]([CH2:11]3)[CH2:9]1)[CH2:15]2. The catalyst is C(Cl)(Cl)Cl. The product is [ClH:1].[C:8]12([CH2:18][CH2:19][N:20]([CH2:33][CH2:34][CH2:35][CH2:36][CH3:37])[C:21]([NH:23][CH2:24][CH2:25][CH2:26][C:27]3[CH:28]=[CH:29][N:30]=[CH:31][CH:32]=3)=[O:22])[CH2:15][CH:14]3[CH2:16][CH:10]([CH2:11][CH:12]([CH2:13]3)[CH2:17]1)[CH2:9]2. The yield is 0.430. (2) The reactants are Cl.C([O:4][CH2:5][CH2:6][O:7][NH:8][C:9]([C:11]1[C:20]([NH:21][C:22]2[CH:27]=[CH:26][C:25]([Br:28])=[CH:24][C:23]=2[Cl:29])=[C:19]([F:30])[C:14]2[N:15]=[CH:16][N:17]([CH3:18])[C:13]=2[CH:12]=1)=[O:10])=C. The catalyst is C(O)C. The product is [OH:4][CH2:5][CH2:6][O:7][NH:8][C:9]([C:11]1[C:20]([NH:21][C:22]2[CH:27]=[CH:26][C:25]([Br:28])=[CH:24][C:23]=2[Cl:29])=[C:19]([F:30])[C:14]2[N:15]=[CH:16][N:17]([CH3:18])[C:13]=2[CH:12]=1)=[O:10]. The yield is 1.00. (3) The reactants are [Cl:1][C:2]1[CH:3]=[C:4]([N:9]([CH2:24][C:25]2[CH:30]=[CH:29][C:28]([O:31][CH3:32])=[C:27]([O:33][CH3:34])[CH:26]=2)[C:10]2[C:19]3[C:14](=[CH:15][C:16](F)=[C:17]([N+:20]([O-:22])=[O:21])[CH:18]=3)[N:13]=[CH:12][N:11]=2)[CH:5]=[CH:6][C:7]=1[F:8].[N:35]1([CH:41](O)[CH2:42][CH3:43])[CH2:40][CH2:39][O:38][CH2:37][CH2:36]1.CC(C)([O-:48])C.[Na+].O. The catalyst is C(#N)C. The product is [Cl:1][C:2]1[CH:3]=[C:4]([N:9]([CH2:24][C:25]2[CH:30]=[CH:29][C:28]([O:31][CH3:32])=[C:27]([O:33][CH3:34])[CH:26]=2)[C:10]2[C:19]3[C:14](=[CH:15][C:16]([O:48][CH2:43][CH2:42][CH2:41][N:35]4[CH2:40][CH2:39][O:38][CH2:37][CH2:36]4)=[C:17]([N+:20]([O-:22])=[O:21])[CH:18]=3)[N:13]=[CH:12][N:11]=2)[CH:5]=[CH:6][C:7]=1[F:8]. The yield is 0.670. (4) The product is [CH2:6]([C:10]([CH3:17])([CH:11]([OH:13])[CH3:12])[CH:14]([OH:16])[CH3:15])[CH2:7][CH2:8][CH3:9]. The catalyst is CO. The reactants are [BH4-].[Na+].[OH-].[Na+].O.[CH2:6]([C:10]([CH3:17])([C:14](=[O:16])[CH3:15])[C:11](=[O:13])[CH3:12])[CH2:7][CH2:8][CH3:9]. The yield is 0.900. (5) The yield is 0.750. The product is [CH3:13][O:14][C:15](=[O:24])[CH:16]([C:17]1[CH:22]=[CH:21][C:20]([Cl:23])=[CH:19][CH:18]=1)[CH2:2][C:1]#[N:4]. The reactants are [CH:1]([NH:4]C(C)C)(C)[CH3:2].[Li]CCCC.[CH3:13][O:14][C:15](=[O:24])[CH2:16][C:17]1[CH:22]=[CH:21][C:20]([Cl:23])=[CH:19][CH:18]=1.C([O-])(O)=O.[Na+]. The catalyst is C1COCC1.